The task is: Predict the reactants needed to synthesize the given product.. This data is from Full USPTO retrosynthesis dataset with 1.9M reactions from patents (1976-2016). (1) Given the product [C:2]1([C:3]([O:5][CH2:6][CH3:7])=[O:4])([C:1]([O:9][C:10]([CH3:12])([CH3:11])[CH3:13])=[O:8])[CH2:16][CH2:15]1, predict the reactants needed to synthesize it. The reactants are: [C:1]([O:9][C:10]([CH3:13])([CH3:12])[CH3:11])(=[O:8])[CH2:2][C:3]([O:5][CH2:6][CH3:7])=[O:4].Br[CH2:15][CH2:16]Br.C(=O)([O-])[O-].[K+].[K+].F[B-](F)(F)F.C([N+]1C=CN(C)C=1)CCC. (2) Given the product [NH2:29][C:20]1[N:21]=[C:22]([C:23]2[CH:28]=[CH:27][CH:26]=[CH:25][CH:24]=2)[C:17]2[C:16](=[O:1])[C:15]3[C:30](=[C:11]([O:10][CH2:9][C:8]4[CH:7]=[CH:6][C:5]([O:4][CH3:3])=[CH:32][CH:31]=4)[CH:12]=[CH:13][CH:14]=3)[C:18]=2[N:19]=1, predict the reactants needed to synthesize it. The reactants are: [OH-:1].[Na+].[CH3:3][O:4][C:5]1[CH:32]=[CH:31][C:8]([CH2:9][O:10][C:11]2[CH:12]=[CH:13][CH:14]=[C:15]3[C:30]=2[C:18]2[N:19]=[C:20]([NH2:29])[N:21]=[C:22]([C:23]4[CH:28]=[CH:27][CH:26]=[CH:25][CH:24]=4)[C:17]=2[CH2:16]3)=[CH:7][CH:6]=1. (3) Given the product [Cl:8][C:7]1[CH:6]=[CH:5][C:4]([NH:9][C:10](=[O:16])[CH2:11][C:12]([CH3:15])([CH3:14])[CH3:13])=[C:3]([CH3:17])[C:2]=1[NH:24][CH2:23][C:22]1[CH:25]=[CH:26][C:19]([F:18])=[CH:20][CH:21]=1, predict the reactants needed to synthesize it. The reactants are: Br[C:2]1[C:3]([CH3:17])=[C:4]([NH:9][C:10](=[O:16])[CH2:11][C:12]([CH3:15])([CH3:14])[CH3:13])[CH:5]=[CH:6][C:7]=1[Cl:8].[F:18][C:19]1[CH:26]=[CH:25][C:22]([CH2:23][NH2:24])=[CH:21][CH:20]=1.